From a dataset of Peptide-MHC class I binding affinity with 185,985 pairs from IEDB/IMGT. Regression. Given a peptide amino acid sequence and an MHC pseudo amino acid sequence, predict their binding affinity value. This is MHC class I binding data. (1) The peptide sequence is MDTVNRTHQY. The MHC is Mamu-A11 with pseudo-sequence Mamu-A11. The binding affinity (normalized) is 0. (2) The peptide sequence is SLFNTIAVLY. The MHC is HLA-A02:01 with pseudo-sequence HLA-A02:01. The binding affinity (normalized) is 0.582.